The task is: Predict the reaction yield, written as a fraction of the theoretical maximum amount of product (1.0 means a 100% yield; for example, 0.34 means a 34% yield).. This data is from Reaction yield outcomes from USPTO patents with 853,638 reactions. (1) The reactants are [CH2:1]([O:8][C:9]1[C:14](Br)=[CH:13][CH:12]=[CH:11][C:10]=1[CH2:16][C:17]([O:19][CH3:20])=[O:18])[C:2]1[CH:7]=[CH:6][CH:5]=[CH:4][CH:3]=1.[ClH:21]. The catalyst is [Cu]Cl.CN(C)C=O. The product is [CH2:1]([O:8][C:9]1[C:14]([Cl:21])=[CH:13][CH:12]=[CH:11][C:10]=1[CH2:16][C:17]([O:19][CH3:20])=[O:18])[C:2]1[CH:7]=[CH:6][CH:5]=[CH:4][CH:3]=1. The yield is 0.450. (2) The reactants are [F:1][C:2]1[CH:3]=[C:4]([CH:15]=[CH:16][C:17]=1[NH:18][C:19]([C:21]1([C:24](=[O:33])[NH:25][C:26]2[CH:31]=[CH:30][C:29]([F:32])=[CH:28][CH:27]=2)[CH2:23][CH2:22]1)=[O:20])[O:5][C:6]1[CH:11]=[CH:10][N:9]=[C:8](C(N)=O)[CH:7]=1.O.FC(F)(F)C(OI(C1C=CC=CC=1)OC(=O)C(F)(F)F)=O.[N:56]1C=CC=CC=1. The product is [NH2:56][C:8]1[CH:7]=[C:6]([O:5][C:4]2[CH:15]=[CH:16][C:17]([NH:18][C:19]([C:21]3([C:24]([NH:25][C:26]4[CH:31]=[CH:30][C:29]([F:32])=[CH:28][CH:27]=4)=[O:33])[CH2:22][CH2:23]3)=[O:20])=[C:2]([F:1])[CH:3]=2)[CH:11]=[CH:10][N:9]=1. The yield is 0.660. The catalyst is CN(C)C=O.